Dataset: Catalyst prediction with 721,799 reactions and 888 catalyst types from USPTO. Task: Predict which catalyst facilitates the given reaction. (1) Reactant: [Cl:1][C:2]1[CH:3]=[C:4]([CH:21]=[CH:22][C:23]=1[NH:24][C:25]([NH:27][CH:28]1[CH2:30][CH2:29]1)=[O:26])[O:5][C:6]1[C:15]2[C:10](=[CH:11][C:12]([O:19][CH3:20])=[C:13]([C:16]([OH:18])=O)[CH:14]=2)[N:9]=[CH:8][CH:7]=1.Cl.C(N=C=N[CH2:37][CH2:38][CH2:39][N:40](C)C)C.O.ON1C2C=CC=CC=2N=N1.C(N(CC)CC)C.C1(N)CC1. Product: [CH:39]1([NH:40][C:16]([C:13]2[CH:14]=[C:15]3[C:10](=[CH:11][C:12]=2[O:19][CH3:20])[N:9]=[CH:8][CH:7]=[C:6]3[O:5][C:4]2[CH:21]=[CH:22][C:23]([NH:24][C:25]([NH:27][CH:28]3[CH2:29][CH2:30]3)=[O:26])=[C:2]([Cl:1])[CH:3]=2)=[O:18])[CH2:37][CH2:38]1. The catalyst class is: 255. (2) Reactant: CN(C(ON1N=NC2C=CC=CC1=2)=[N+](C)C)C.[B-](F)(F)(F)F.CCN(C(C)C)C(C)C.[Cl:32][C:33]1[CH:55]=[CH:54][C:36]2[NH:37][C:38]([S:40][C:41]3[C:46]4[NH:47][C:48](=[O:50])[NH:49][C:45]=4[CH:44]=[C:43]([C:51]([OH:53])=O)[CH:42]=3)=[N:39][C:35]=2[CH:34]=1.[NH2:56][CH2:57][CH2:58][CH2:59][NH:60]C(=O)OC(C)(C)C. Product: [ClH:32].[ClH:32].[NH2:56][CH2:57][CH2:58][CH2:59][NH:60][C:51]([C:43]1[CH:42]=[C:41]([S:40][C:38]2[NH:37][C:36]3[CH:54]=[CH:55][C:33]([Cl:32])=[CH:34][C:35]=3[N:39]=2)[C:46]2[NH:47][C:48](=[O:50])[NH:49][C:45]=2[CH:44]=1)=[O:53]. The catalyst class is: 3. (3) Reactant: Cl.[Cl:2][C:3]1[CH:4]=[C:5]([CH:26]=[CH:27][C:28]=1[Cl:29])[O:6][CH:7]1[CH2:12][CH2:11][N:10]([CH2:13][CH2:14][NH:15][C:16](=[O:25])[C:17]2[CH:22]=[CH:21][CH:20]=[C:19]([O:23]C)[CH:18]=2)[CH2:9][CH2:8]1.B(Br)(Br)Br. Product: [ClH:2].[Cl:2][C:3]1[CH:4]=[C:5]([CH:26]=[CH:27][C:28]=1[Cl:29])[O:6][CH:7]1[CH2:12][CH2:11][N:10]([CH2:13][CH2:14][NH:15][C:16](=[O:25])[C:17]2[CH:22]=[CH:21][CH:20]=[C:19]([OH:23])[CH:18]=2)[CH2:9][CH2:8]1. The catalyst class is: 4. (4) Reactant: [C:1]([C:5]1[CH:9]=[C:8]([NH2:10])[N:7]([C:11]2[CH:16]=[CH:15][C:14]([CH2:17][C:18]([O:20][CH2:21][CH3:22])=[O:19])=[CH:13][CH:12]=2)[N:6]=1)([CH3:4])([CH3:3])[CH3:2].C(N(CC)CC)C.C1N=CN([C:35]([N:37]2C=N[CH:39]=[CH:38]2)=[O:36])C=1.[F:42][C:43]1[C:48]([F:49])=CC=[CH:45][C:44]=1N. Product: [C:1]([C:5]1[CH:9]=[C:8]([NH:10][C:35]([NH:37][C:38]2[CH:39]=[CH:45][CH:44]=[C:43]([F:42])[C:48]=2[F:49])=[O:36])[N:7]([C:11]2[CH:16]=[CH:15][C:14]([CH2:17][C:18]([O:20][CH2:21][CH3:22])=[O:19])=[CH:13][CH:12]=2)[N:6]=1)([CH3:4])([CH3:2])[CH3:3]. The catalyst class is: 18. (5) Reactant: [F:1][C:2]([F:16])([F:15])[C:3]1[C:4]([N:9]2[CH2:14][CH2:13][NH:12][CH2:11][CH2:10]2)=[N:5][CH:6]=[CH:7][CH:8]=1.[CH3:17][CH:18]1[CH2:23][CH2:22][CH:21]([CH2:24][C:25](O)=[O:26])[CH2:20][CH2:19]1.F[P-](F)(F)(F)(F)F.N1(O[P+](N(C)C)(N(C)C)N(C)C)C2C=CC=CC=2N=N1. Product: [CH3:17][CH:18]1[CH2:23][CH2:22][CH:21]([CH2:24][C:25]([N:12]2[CH2:11][CH2:10][N:9]([C:4]3[C:3]([C:2]([F:1])([F:15])[F:16])=[CH:8][CH:7]=[CH:6][N:5]=3)[CH2:14][CH2:13]2)=[O:26])[CH2:20][CH2:19]1. The catalyst class is: 9. (6) Reactant: [CH:1]([C:4]1[CH:5]=[CH:6][C:7]([O:12][CH3:13])=[C:8]([CH:11]=1)[CH:9]=[O:10])([CH3:3])[CH3:2].S(=O)(=O)([OH:16])N.Cl([O-])=O.[Na+]. Product: [CH:1]([C:4]1[CH:5]=[CH:6][C:7]([O:12][CH3:13])=[C:8]([CH:11]=1)[C:9]([OH:16])=[O:10])([CH3:3])[CH3:2]. The catalyst class is: 95. (7) Product: [CH2:1]([O:3][C:4]([C@H:6]1[C@H:10]([CH2:11][OH:12])[CH2:9][N:8]([C:14]([O:16][C:17]([CH3:18])([CH3:20])[CH3:19])=[O:15])[CH2:7]1)=[O:5])[CH3:2]. Reactant: [CH2:1]([O:3][C:4]([C@H:6]1[C@H:10]([C:11](O)=[O:12])[CH2:9][N:8]([C:14]([O:16][C:17]([CH3:20])([CH3:19])[CH3:18])=[O:15])[CH2:7]1)=[O:5])[CH3:2].CSC.B.CO. The catalyst class is: 1.